From a dataset of Full USPTO retrosynthesis dataset with 1.9M reactions from patents (1976-2016). Predict the reactants needed to synthesize the given product. (1) Given the product [C:1]([O:5][C:6]([N:8]1[CH2:12][CH:11]([OH:13])[CH:10]([C:14]2[CH:19]=[CH:18][C:17]([NH:28][C:26](=[O:27])[C:25]3[CH:29]=[CH:30][C:22]([Cl:21])=[CH:23][CH:24]=3)=[CH:16][CH:15]=2)[CH2:9]1)=[O:7])([CH3:4])([CH3:3])[CH3:2], predict the reactants needed to synthesize it. The reactants are: [C:1]([O:5][C:6]([N:8]1[CH2:12][CH:11]([OH:13])[CH:10]([C:14]2[CH:19]=[CH:18][C:17](Br)=[CH:16][CH:15]=2)[CH2:9]1)=[O:7])([CH3:4])([CH3:3])[CH3:2].[Cl:21][C:22]1[CH:30]=[CH:29][C:25]([C:26]([NH2:28])=[O:27])=[CH:24][CH:23]=1.C(=O)([O-])[O-].[Cs+].[Cs+].CNCCNC. (2) Given the product [C:52]([O:51][C:48]1[CH:47]=[CH:46][C:45]([CH2:44][C@H:40]([NH:39][C:37](=[O:38])[O:36][CH2:35][CH:33]2[C:34]3[CH:22]=[CH:23][CH:24]=[CH:25][C:26]=3[C:27]3[C:32]2=[CH:31][CH:30]=[CH:29][CH:28]=3)[C:41]([N:7]([C@@H:5]([CH3:6])[CH:4]([O:3][CH2:1][CH3:2])[O:19][CH2:20][CH3:21])[CH2:8][C:9]2[C:18]3[C:13](=[CH:14][CH:15]=[CH:16][CH:17]=3)[CH:12]=[CH:11][CH:10]=2)=[O:42])=[CH:50][CH:49]=1)([CH3:55])([CH3:53])[CH3:54], predict the reactants needed to synthesize it. The reactants are: [CH2:1]([O:3][CH:4]([O:19][CH2:20][CH3:21])[C@@H:5]([NH:7][CH2:8][C:9]1[C:18]2[C:13](=[CH:14][CH:15]=[CH:16][CH:17]=2)[CH:12]=[CH:11][CH:10]=1)[CH3:6])[CH3:2].[CH:22]1[C:34]2[CH:33]([CH2:35][O:36][C:37]([NH:39][C@@H:40]([CH2:44][C:45]3[CH:50]=[CH:49][C:48]([O:51][C:52]([CH3:55])([CH3:54])[CH3:53])=[CH:47][CH:46]=3)[C:41](O)=[O:42])=[O:38])[C:32]3[C:27](=[CH:28][CH:29]=[CH:30][CH:31]=3)[C:26]=2[CH:25]=[CH:24][CH:23]=1. (3) Given the product [OH:13][C:14]([CH3:44])([CH3:45])[CH2:15][N:16]1[C:21](=[O:22])[C:20]([CH2:23][C:24]2[CH:25]=[CH:26][C:27]([C:30]3[CH:35]=[CH:34][CH:33]=[CH:32][C:31]=3[C:36]3[NH:3][C:4](=[O:7])[O:5][N:37]=3)=[CH:28][CH:29]=2)=[C:19]([CH2:38][CH2:39][CH3:40])[N:18]2[N:41]=[CH:42][N:43]=[C:17]12, predict the reactants needed to synthesize it. The reactants are: [Cl-].O[NH3+:3].[C:4](=[O:7])([O-])[OH:5].[Na+].CS(C)=O.[OH:13][C:14]([CH3:45])([CH3:44])[CH2:15][N:16]1[C:21](=[O:22])[C:20]([CH2:23][C:24]2[CH:29]=[CH:28][C:27]([C:30]3[C:31]([C:36]#[N:37])=[CH:32][CH:33]=[CH:34][CH:35]=3)=[CH:26][CH:25]=2)=[C:19]([CH2:38][CH2:39][CH3:40])[N:18]2[N:41]=[CH:42][N:43]=[C:17]12.